From a dataset of Forward reaction prediction with 1.9M reactions from USPTO patents (1976-2016). Predict the product of the given reaction. (1) Given the reactants [CH:1]1([N:4]([CH2:18][C:19]2[O:23][CH:22]=[C:21]([C:24](O)=[O:25])[CH:20]=2)[S:5]([C:8]2[C:13]([CH3:14])=[CH:12][C:11]([O:15][CH3:16])=[CH:10][C:9]=2[CH3:17])(=[O:7])=[O:6])[CH2:3][CH2:2]1.[CH3:27][N:28]1[CH2:33][CH2:32][CH:31]([CH2:34][N:35]2[CH2:40][CH2:39][NH:38][CH2:37][CH2:36]2)[CH2:30][CH2:29]1.CC(C)N=C=NC(C)C.C1C=C2N=NN(O)C2=CC=1.O, predict the reaction product. The product is: [CH:1]1([N:4]([CH2:18][C:19]2[O:23][CH:22]=[C:21]([C:24]([N:38]3[CH2:37][CH2:36][N:35]([CH2:34][CH:31]4[CH2:32][CH2:33][N:28]([CH3:27])[CH2:29][CH2:30]4)[CH2:40][CH2:39]3)=[O:25])[CH:20]=2)[S:5]([C:8]2[C:9]([CH3:17])=[CH:10][C:11]([O:15][CH3:16])=[CH:12][C:13]=2[CH3:14])(=[O:6])=[O:7])[CH2:2][CH2:3]1. (2) Given the reactants [C:1]([O:5][C:6]([N:8]1[CH2:13][CH2:12][CH:11]([O:14][C:15]2[CH:20]=[N:19][C:18](Br)=[C:17]([Cl:22])[N:16]=2)[CH2:10][CH2:9]1)=[O:7])([CH3:4])([CH3:3])[CH3:2].[F:23][C:24]([F:35])([F:34])[C:25]1[CH:30]=[CH:29][C:28](B(O)O)=[CH:27][CH:26]=1.C([O-])([O-])=O.[K+].[K+], predict the reaction product. The product is: [C:1]([O:5][C:6]([N:8]1[CH2:13][CH2:12][CH:11]([O:14][C:15]2[CH:20]=[N:19][C:18]([C:28]3[CH:29]=[CH:30][C:25]([C:24]([F:35])([F:34])[F:23])=[CH:26][CH:27]=3)=[C:17]([Cl:22])[N:16]=2)[CH2:10][CH2:9]1)=[O:7])([CH3:4])([CH3:3])[CH3:2]. (3) The product is: [CH3:17][O:18][C:2]1[N:3]2[N:14]=[CH:13][C:12]([C:15]#[N:16])=[C:4]2[N:5]=[C:6]2[C:11]=1[CH2:10][CH2:9][CH2:8][CH2:7]2. Given the reactants Cl[C:2]1[N:3]2[N:14]=[CH:13][C:12]([C:15]#[N:16])=[C:4]2[N:5]=[C:6]2[C:11]=1[CH2:10][CH2:9][CH2:8][CH2:7]2.[CH3:17][O:18][Na], predict the reaction product. (4) Given the reactants I[C:2]1[NH:6][C:5]([CH2:7][O:8][CH3:9])=[N:4][C:3]=1[CH3:10].[CH3:11][C:12]1[CH:21]=[C:20]([CH3:22])[C:19](B2OC(C)(C)C(C)(C)O2)=[CH:18][C:13]=1[C:14]([O:16][CH3:17])=[O:15].C(=O)([O-])[O-].[K+].[K+], predict the reaction product. The product is: [CH3:9][O:8][CH2:7][C:5]1[NH:6][C:2]([C:19]2[C:20]([CH3:22])=[CH:21][C:12]([CH3:11])=[C:13]([CH:18]=2)[C:14]([O:16][CH3:17])=[O:15])=[C:3]([CH3:10])[N:4]=1. (5) Given the reactants [Cl:1][C:2]1[CH:7]=[CH:6][C:5]([NH:8][C:9]([NH:11][CH2:12][CH:13]2[O:18][CH2:17][CH2:16][NH:15][CH2:14]2)=[O:10])=[CH:4][CH:3]=1.[C:19]([O:27][CH2:28][CH2:29]Br)(=[O:26])[C:20]1[CH:25]=[CH:24][CH:23]=[CH:22][CH:21]=1, predict the reaction product. The product is: [C:19]([O:27][CH2:28][CH2:29][N:15]1[CH2:16][CH2:17][O:18][CH:13]([CH2:12][NH:11][C:9]([NH:8][C:5]2[CH:6]=[CH:7][C:2]([Cl:1])=[CH:3][CH:4]=2)=[O:10])[CH2:14]1)(=[O:26])[C:20]1[CH:25]=[CH:24][CH:23]=[CH:22][CH:21]=1. (6) Given the reactants [CH3:1][C:2]1[O:3][CH:4]=[CH:5][C:6]=1[C:7]([OH:9])=O.[CH2:10]([O:12][C:13]1[CH:19]=[CH:18][C:16]([NH2:17])=[C:15]([N+:20]([O-:22])=[O:21])[CH:14]=1)[CH3:11], predict the reaction product. The product is: [CH3:1][C:2]1[O:3][CH:4]=[CH:5][C:6]=1[C:7]([NH:17][C:16]1[CH:18]=[CH:19][C:13]([O:12][CH2:10][CH3:11])=[CH:14][C:15]=1[N+:20]([O-:22])=[O:21])=[O:9]. (7) Given the reactants [CH:1]1([CH2:6][C:7]([NH:9][C:10]2[CH:11]=[N:12][N:13]([CH2:17][CH2:18][CH:19]([F:29])[CH2:20][N:21]3[CH:25]=[C:24]([C:26]([OH:28])=O)[N:23]=[N:22]3)[C:14](=[O:16])[CH:15]=2)=[O:8])[CH2:5][CH2:4][CH2:3][CH2:2]1.[F:30][C:31]([F:42])([F:41])[O:32][C:33]1[CH:34]=[C:35]([CH2:39][NH2:40])[CH:36]=[CH:37][CH:38]=1.CN(C(ON1N=NC2C=CC=NC1=2)=[N+](C)C)C.F[P-](F)(F)(F)(F)F.CCN(C(C)C)C(C)C, predict the reaction product. The product is: [CH:1]1([CH2:6][C:7]([NH:9][C:10]2[CH:11]=[N:12][N:13]([CH2:17][CH2:18][CH:19]([F:29])[CH2:20][N:21]3[CH:25]=[C:24]([C:26]([NH:40][CH2:39][C:35]4[CH:36]=[CH:37][CH:38]=[C:33]([O:32][C:31]([F:30])([F:41])[F:42])[CH:34]=4)=[O:28])[N:23]=[N:22]3)[C:14](=[O:16])[CH:15]=2)=[O:8])[CH2:2][CH2:3][CH2:4][CH2:5]1.